Predict the reactants needed to synthesize the given product. From a dataset of Full USPTO retrosynthesis dataset with 1.9M reactions from patents (1976-2016). (1) Given the product [C:19]([O:18][C:16]([N:14]1[CH2:13][CH2:12][N:11]2[C:7]([C:1]3[CH:6]=[CH:5][CH:4]=[CH:3][CH:2]=3)=[N:8][C:9]([C:23]([OH:25])=[O:24])=[C:10]2[CH2:15]1)=[O:17])([CH3:22])([CH3:20])[CH3:21], predict the reactants needed to synthesize it. The reactants are: [C:1]1([C:7]2[N:11]3[CH2:12][CH2:13][N:14]([C:16]([O:18][C:19]([CH3:22])([CH3:21])[CH3:20])=[O:17])[CH2:15][C:10]3=[C:9]([C:23]([O:25]C)=[O:24])[N:8]=2)[CH:6]=[CH:5][CH:4]=[CH:3][CH:2]=1.[Li+].[OH-].C(O)C. (2) Given the product [CH3:1][C:2]([CH3:42])([CH3:41])[C:3]([C:5]1[C:13]2[C:8](=[N:9][CH:10]=[C:11]([C:14]3[C:22]4[C:17](=[CH:18][CH:19]=[CH:20][CH:21]=4)[N:16]([CH2:23][C:24]([N:26]4[CH2:27][CH2:28][N:29]([CH3:32])[CH2:30][CH2:31]4)=[O:25])[CH:15]=3)[N:12]=2)[NH:7][CH:6]=1)=[O:4], predict the reactants needed to synthesize it. The reactants are: [CH3:1][C:2]([CH3:42])([CH3:41])[C:3]([C:5]1[C:13]2[C:8](=[N:9][CH:10]=[C:11]([C:14]3[C:22]4[C:17](=[CH:18][CH:19]=[CH:20][CH:21]=4)[N:16]([CH2:23][C:24]([N:26]4[CH2:31][CH2:30][N:29]([CH3:32])[CH2:28][CH2:27]4)=[O:25])[CH:15]=3)[N:12]=2)[N:7](COCC[Si](C)(C)C)[CH:6]=1)=[O:4]. (3) Given the product [CH3:22][N:21]1[C:3]2[CH:4]=[C:5]([O:8][C:9]3[CH:14]=[CH:13][CH:12]=[C:11]([N:15]4[CH2:20][CH2:19][O:18][CH2:17][CH2:16]4)[CH:10]=3)[CH:6]=[CH:7][C:2]=2[N:1]=[C:31]1[CH2:30][OH:34], predict the reactants needed to synthesize it. The reactants are: [NH2:1][C:2]1[CH:7]=[CH:6][C:5]([O:8][C:9]2[CH:14]=[CH:13][CH:12]=[C:11]([N:15]3[CH2:20][CH2:19][O:18][CH2:17][CH2:16]3)[CH:10]=2)=[CH:4][C:3]=1[N:21](C)[C:22](=O)OC(C)(C)C.[C:30]([OH:34])(=O)[CH2:31]O. (4) Given the product [CH:37]1([S:34]([NH:33][C:31]([C@@:26]2([NH:25][C:82]([C@@H:62]3[CH2:63][C@@:64]([O:80][CH3:81])([C:66]4[CH:75]=[CH:74][C:73]5[C:68](=[CH:69][C:70]([CH:78]=[CH2:79])=[C:71]([O:76][CH3:77])[CH:72]=5)[CH:67]=4)[CH2:65][N:61]3[C:59](=[O:60])[C@@H:58]([NH:57][C:55](=[O:56])[O:54][CH2:53][C:52]([CH3:95])([CH3:51])[CH2:92][CH:93]=[CH2:94])[CH2:85][CH2:86][CH2:87][CH2:88][CH2:89][CH:90]=[CH2:91])=[O:83])[CH2:28][C@H:27]2[CH:29]=[CH2:30])=[O:32])(=[O:36])=[O:35])[CH2:39][CH2:38]1, predict the reactants needed to synthesize it. The reactants are: CN(C(ON1N=NC2C=CC=NC1=2)=[N+](C)C)C.F[P-](F)(F)(F)(F)F.[NH2:25][C@:26]1([C:31]([NH:33][S:34]([CH:37]2[CH2:39][CH2:38]2)(=[O:36])=[O:35])=[O:32])[CH2:28][C@H:27]1[CH:29]=[CH2:30].CC1C=CC(S(O)(=O)=O)=CC=1.[CH3:51][C:52]([CH3:95])([CH2:92][CH:93]=[CH2:94])[CH2:53][O:54][C:55]([NH:57][C@@H:58]([CH2:85][CH2:86][CH2:87][CH2:88][CH2:89][CH:90]=[CH2:91])[C:59]([N:61]1[CH2:65][C@:64]([O:80][CH3:81])([C:66]2[CH:75]=[CH:74][C:73]3[C:68](=[CH:69][C:70]([CH:78]=[CH2:79])=[C:71]([O:76][CH3:77])[CH:72]=3)[CH:67]=2)[CH2:63][C@H:62]1[C:82](O)=[O:83])=[O:60])=[O:56].CCN(C(C)C)C(C)C.